From a dataset of Catalyst prediction with 721,799 reactions and 888 catalyst types from USPTO. Predict which catalyst facilitates the given reaction. (1) The catalyst class is: 2. Reactant: [CH3:1][C:2]1[C:3]([NH:21]C(=O)OC(C)(C)C)=[C:4]2[C:8](=[CH:9][CH:10]=1)[N:7]([S:11]([C:14]1[CH:20]=[CH:19][C:17]([CH3:18])=[CH:16][CH:15]=1)(=[O:13])=[O:12])[CH:6]=[CH:5]2.C(O)(C(F)(F)F)=O. Product: [CH3:1][C:2]1[CH:10]=[CH:9][C:8]2[N:7]([S:11]([C:14]3[CH:20]=[CH:19][C:17]([CH3:18])=[CH:16][CH:15]=3)(=[O:13])=[O:12])[CH:6]=[CH:5][C:4]=2[C:3]=1[NH2:21]. (2) Reactant: [CH3:1][O:2][C:3]1[CH:4]=[C:5]([CH:9]=[CH:10][C:11]=1[N:12]1[CH:16]=[N:15][C:14]([CH3:17])=[N:13]1)[C:6]([OH:8])=O.[NH:18]([C:20]([O:22][C:23]([CH3:26])([CH3:25])[CH3:24])=[O:21])[NH2:19].C(N(CC)CC)C.CN(C(ON1N=NC2C=CC=NC1=2)=[N+](C)C)C.F[P-](F)(F)(F)(F)F. Product: [CH3:1][O:2][C:3]1[CH:4]=[C:5]([C:6]([NH:19][NH:18][C:20]([O:22][C:23]([CH3:26])([CH3:25])[CH3:24])=[O:21])=[O:8])[CH:9]=[CH:10][C:11]=1[N:12]1[CH:16]=[N:15][C:14]([CH3:17])=[N:13]1. The catalyst class is: 39. (3) Reactant: [CH:1]1([NH:9][C:10]2[CH:22]=[CH:21][C:13]([C:14]([O:16][C:17]([CH3:20])([CH3:19])[CH3:18])=[O:15])=[CH:12][C:11]=2[N+:23]([O-])=O)[CH2:8][CH2:7][CH2:6][CH2:5][CH2:4][CH2:3][CH2:2]1.[H][H]. The catalyst class is: 723. Product: [NH2:23][C:11]1[CH:12]=[C:13]([CH:21]=[CH:22][C:10]=1[NH:9][CH:1]1[CH2:8][CH2:7][CH2:6][CH2:5][CH2:4][CH2:3][CH2:2]1)[C:14]([O:16][C:17]([CH3:18])([CH3:19])[CH3:20])=[O:15]. (4) Reactant: [NH4+].[Cl-].[CH2:3]([N:10]([CH2:33][C:34]1[CH:39]=[CH:38][CH:37]=[CH:36][CH:35]=1)[CH:11]([C:15]1([O:21][C:22]2[C:27]([N+:28]([O-])=O)=[CH:26][CH:25]=[C:24]([F:31])[C:23]=2[F:32])[CH2:20][CH2:19][O:18][CH2:17][CH2:16]1)[C:12]([OH:14])=[O:13])[C:4]1[CH:9]=[CH:8][CH:7]=[CH:6][CH:5]=1. Product: [NH2:28][C:27]1[C:22]([O:21][C:15]2([CH:11]([N:10]([CH2:33][C:34]3[CH:39]=[CH:38][CH:37]=[CH:36][CH:35]=3)[CH2:3][C:4]3[CH:9]=[CH:8][CH:7]=[CH:6][CH:5]=3)[C:12]([OH:14])=[O:13])[CH2:16][CH2:17][O:18][CH2:19][CH2:20]2)=[C:23]([F:32])[C:24]([F:31])=[CH:25][CH:26]=1. The catalyst class is: 284. (5) Reactant: [CH3:1][C:2]1[O:6][C:5]([C:7]([NH:9][C:10]([C:13]2[N:19]([CH3:20])[C:17](=[O:18])[C:16]([O-:21])=[C:15]([C:22]([NH:24][CH2:25][C:26]3[CH:27]=[CH:28][C:29]([F:32])=[CH:30][CH:31]=3)=[O:23])[N:14]=2)([CH3:12])[CH3:11])=[O:8])=[N:4][N:3]=1.[K+].Cl. Product: [CH3:1][C:2]1[O:6][C:5]([C:7]([NH:9][C:10]([C:13]2[N:19]([CH3:20])[C:17](=[O:18])[C:16]([OH:21])=[C:15]([C:22]([NH:24][CH2:25][C:26]3[CH:27]=[CH:28][C:29]([F:32])=[CH:30][CH:31]=3)=[O:23])[N:14]=2)([CH3:12])[CH3:11])=[O:8])=[N:4][N:3]=1. The catalyst class is: 6.